From a dataset of Catalyst prediction with 721,799 reactions and 888 catalyst types from USPTO. Predict which catalyst facilitates the given reaction. (1) Reactant: C([O:3][C:4](=[O:31])[CH:5]([C:23]1[CH:24]=[N:25][C:26]([O:29][CH3:30])=[N:27][CH:28]=1)[CH2:6][CH2:7][CH2:8][CH2:9][CH2:10][CH2:11][CH2:12][C:13]1[CH:22]=[CH:21][C:20]2[CH2:19][CH2:18][CH2:17][NH:16][C:15]=2[N:14]=1)C.[OH-].[Na+].Cl. Product: [CH3:30][O:29][C:26]1[N:27]=[CH:28][C:23]([CH:5]([CH2:6][CH2:7][CH2:8][CH2:9][CH2:10][CH2:11][CH2:12][C:13]2[CH:22]=[CH:21][C:20]3[CH2:19][CH2:18][CH2:17][NH:16][C:15]=3[N:14]=2)[C:4]([OH:31])=[O:3])=[CH:24][N:25]=1. The catalyst class is: 5. (2) Product: [Cl:1][C:2]1[CH:3]=[C:4]([C:9]([F:10])([F:11])[F:12])[CH:5]=[CH:6][C:7]=1[O:8][CH2:14][C:15]1([CH2:19][OH:20])[CH2:18][O:17][CH2:16]1. Reactant: [Cl:1][C:2]1[CH:3]=[C:4]([C:9]([F:12])([F:11])[F:10])[CH:5]=[CH:6][C:7]=1[OH:8].Br[CH2:14][C:15]1([CH2:19][OH:20])[CH2:18][O:17][CH2:16]1.C(=O)([O-])[O-].[Cs+].[Cs+].O. The catalyst class is: 115. (3) Reactant: C(O)(=O)C.[N+:5](/[CH:8]=[CH:9]/[C:10]1[CH:22]=[CH:21][C:13]([O:14][CH2:15][C:16]2[CH:20]=[CH:19][S:18][CH:17]=2)=[CH:12][CH:11]=1)([O-:7])=[O:6].[BH4-].[Na+]. Product: [N+:5]([CH2:8][CH2:9][C:10]1[CH:22]=[CH:21][C:13]([O:14][CH2:15][C:16]2[CH:20]=[CH:19][S:18][CH:17]=2)=[CH:12][CH:11]=1)([O-:7])=[O:6]. The catalyst class is: 16. (4) Reactant: [F:1][C:2]1[CH:3]=[C:4]([N+:9]([O-:11])=[O:10])[CH:5]=[CH:6][C:7]=1F.C([O-])([O-])=O.[K+].[K+].[CH2:18]([NH:22][CH2:23][CH2:24][CH2:25][CH3:26])[CH2:19][CH2:20][CH3:21]. Product: [CH2:18]([N:22]([CH2:23][CH2:24][CH2:25][CH3:26])[C:7]1[CH:6]=[CH:5][C:4]([N+:9]([O-:11])=[O:10])=[CH:3][C:2]=1[F:1])[CH2:19][CH2:20][CH3:21]. The catalyst class is: 58. (5) Reactant: O[O:2][S:3]([O-:5])=O.[K+].[Cl:7][C:8]1[C:13]([C:14]#[N:15])=[C:12]([C:16]2[CH:21]=[CH:20][C:19]([F:22])=[CH:18][C:17]=2[CH3:23])[CH:11]=[C:10]([N:24]2[CH2:29][CH2:28]S[CH2:26][CH2:25]2)[N:9]=1.N#N. Product: [Cl:7][C:8]1[C:13]([C:14]#[N:15])=[C:12]([C:16]2[CH:21]=[CH:20][C:19]([F:22])=[CH:18][C:17]=2[CH3:23])[CH:11]=[C:10]([N:24]2[CH2:25][CH2:26][S:3](=[O:5])(=[O:2])[CH2:28][CH2:29]2)[N:9]=1. The catalyst class is: 179. (6) Reactant: C([O:8][C:9]1[CH:18]=[C:17]2[C:12]([C:13]([O:19][C:20]3[CH:25]=[C:24]([CH3:26])[C:23]([CH3:27])=[CH:22][C:21]=3[C:28](=[O:30])[CH3:29])=[CH:14][CH:15]=[N:16]2)=[CH:11][C:10]=1[O:31][CH3:32])C1C=CC=CC=1.CS(O)(=O)=O. Product: [OH:8][C:9]1[CH:18]=[C:17]2[C:12]([C:13]([O:19][C:20]3[CH:25]=[C:24]([CH3:26])[C:23]([CH3:27])=[CH:22][C:21]=3[C:28](=[O:30])[CH3:29])=[CH:14][CH:15]=[N:16]2)=[CH:11][C:10]=1[O:31][CH3:32]. The catalyst class is: 55. (7) Reactant: [C:1]([NH:4][CH2:5][CH:6]([C:16]1[CH:28]=[CH:27][C:19]([C:20]([O:22]C(C)(C)C)=[O:21])=[CH:18][CH:17]=1)[C:7]([NH:9][C:10]1[CH:15]=[CH:14][CH:13]=[CH:12][CH:11]=1)=[O:8])(=[O:3])[CH3:2].FC(F)(F)C(O)=O. Product: [C:1]([NH:4][CH2:5][CH:6]([C:16]1[CH:17]=[CH:18][C:19]([C:20]([OH:22])=[O:21])=[CH:27][CH:28]=1)[C:7]([NH:9][C:10]1[CH:15]=[CH:14][CH:13]=[CH:12][CH:11]=1)=[O:8])(=[O:3])[CH3:2]. The catalyst class is: 2.